This data is from Full USPTO retrosynthesis dataset with 1.9M reactions from patents (1976-2016). The task is: Predict the reactants needed to synthesize the given product. (1) Given the product [CH2:1]([N:3]1[C:8](=[O:9])[CH:7]=[CH:6][N:5]([C:10]2[CH:15]=[C:14]([S:16]([CH2:17][C:18]([F:21])([F:19])[F:20])=[O:33])[C:13]([CH3:22])=[CH:12][C:11]=2[F:23])[C:4]1=[O:24])[CH3:2], predict the reactants needed to synthesize it. The reactants are: [CH2:1]([N:3]1[C:8](=[O:9])[CH:7]=[CH:6][N:5]([C:10]2[CH:15]=[C:14]([S:16][CH2:17][C:18]([F:21])([F:20])[F:19])[C:13]([CH3:22])=[CH:12][C:11]=2[F:23])[C:4]1=[O:24])[CH3:2].ClC1C=CC=C(C(OO)=[O:33])C=1. (2) Given the product [CH:9]1([C:10]([C:5]2[CH:4]=[CH:26][C:25]([OH:24])=[CH:7][CH:6]=2)=[O:14])[CH2:8][CH2:11]1, predict the reactants needed to synthesize it. The reactants are: ClCC[CH2:4][C:5]1(O)[CH:10]=[CH:9][C:8]([CH:11]=O)=[CH:7][CH2:6]1.[OH-:14].[Na+].S(=O)(=O)(O)O.C([O:24][CH2:25][CH3:26])(=O)C.